Dataset: Reaction yield outcomes from USPTO patents with 853,638 reactions. Task: Predict the reaction yield, written as a fraction of the theoretical maximum amount of product (1.0 means a 100% yield; for example, 0.34 means a 34% yield). (1) The reactants are [CH2:1]([NH:3][C:4]([NH:6][C:7]1[CH:12]=[CH:11][C:10]([C:13]2[N:14]=[C:15]([N:24]3[CH2:29][CH2:28][O:27][CH2:26][C@@H:25]3[CH3:30])[C:16]3[CH2:17][CH2:18][NH:19][CH2:20][CH2:21][C:22]=3[N:23]=2)=[CH:9][CH:8]=1)=[O:5])[CH3:2].Cl[C:32]1[CH:37]=[C:36]([CH3:38])[N:35]=[CH:34][N:33]=1. No catalyst specified. The product is [CH2:1]([NH:3][C:4]([NH:6][C:7]1[CH:12]=[CH:11][C:10]([C:13]2[N:14]=[C:15]([N:24]3[CH2:29][CH2:28][O:27][CH2:26][C@@H:25]3[CH3:30])[C:16]3[CH2:17][CH2:18][N:19]([C:32]4[CH:37]=[C:36]([CH3:38])[N:35]=[CH:34][N:33]=4)[CH2:20][CH2:21][C:22]=3[N:23]=2)=[CH:9][CH:8]=1)=[O:5])[CH3:2]. The yield is 0.360. (2) The reactants are [CH2:1]([NH:3][C:4]([C:6]1[CH:10]=[C:9]([C:11]2[CH:16]=[C:15]([Cl:17])[C:14]([O:18][CH2:19][C:20]3[CH:25]=[CH:24][CH:23]=[CH:22][CH:21]=3)=[CH:13][C:12]=2[O:26][CH2:27][C:28]2[CH:33]=[CH:32][CH:31]=[CH:30][CH:29]=2)[O:8][N:7]=1)=[O:5])[CH3:2].[I:34]N1C(=O)CCC1=O.[N+]([O-])([O-])=O.[Ce+4].[NH4+].[N+]([O-])([O-])=O.[N+]([O-])([O-])=O.[N+]([O-])([O-])=O.[N+]([O-])([O-])=O. The catalyst is C(#N)C. The product is [CH2:1]([NH:3][C:4]([C:6]1[C:10]([I:34])=[C:9]([C:11]2[CH:16]=[C:15]([Cl:17])[C:14]([O:18][CH2:19][C:20]3[CH:25]=[CH:24][CH:23]=[CH:22][CH:21]=3)=[CH:13][C:12]=2[O:26][CH2:27][C:28]2[CH:33]=[CH:32][CH:31]=[CH:30][CH:29]=2)[O:8][N:7]=1)=[O:5])[CH3:2]. The yield is 0.770. (3) The reactants are [C:1]([C@@H:4]1[CH2:8][C:7]([F:10])([F:9])[CH2:6][N:5]1[C:11](=[O:21])[CH2:12][NH:13][C:14](=[O:20])[O:15][C:16]([CH3:19])([CH3:18])[CH3:17])(=O)[NH2:2].N1C=CC=CC=1.FC(F)(F)C(OC(=O)C(F)(F)F)=O. The catalyst is C1COCC1.C(Cl)Cl. The product is [C:1]([C@@H:4]1[CH2:8][C:7]([F:9])([F:10])[CH2:6][N:5]1[C:11](=[O:21])[CH2:12][NH:13][C:14](=[O:20])[O:15][C:16]([CH3:17])([CH3:18])[CH3:19])#[N:2]. The yield is 0.700. (4) The yield is 0.320. The product is [CH2:1]([N:3]([CH2:19][CH3:20])[CH2:4][CH2:5][N:6]1[CH2:11][CH2:10][C:9]2[NH:12][C:13]([CH:16]=[C:25]3[C:24]4[C:28](=[CH:29][C:30]([NH:31][C:32](=[O:34])[CH3:33])=[C:22]([F:21])[CH:23]=4)[NH:27][C:26]3=[O:35])=[C:14]([CH3:15])[C:8]=2[C:7]1=[O:18])[CH3:2]. The reactants are [CH2:1]([N:3]([CH2:19][CH3:20])[CH2:4][CH2:5][N:6]1[CH2:11][CH2:10][C:9]2[NH:12][C:13]([CH:16]=O)=[C:14]([CH3:15])[C:8]=2[C:7]1=[O:18])[CH3:2].[F:21][C:22]1[CH:23]=[C:24]2[C:28](=[CH:29][C:30]=1[NH:31][C:32](=[O:34])[CH3:33])[NH:27][C:26](=[O:35])[CH2:25]2. No catalyst specified.